From a dataset of Catalyst prediction with 721,799 reactions and 888 catalyst types from USPTO. Predict which catalyst facilitates the given reaction. (1) Reactant: [P:1]([O:13][CH2:14][O:15][C@@H:16]([C:66]1[CH:71]=[CH:70][CH:69]=[CH:68][C:67]=1[C:72]1[CH:77]=[CH:76][C:75]([Cl:78])=[CH:74][CH:73]=1)[CH:17]1[CH2:22][CH2:21][N:20]([C:23]2[CH:28]=[CH:27][C:26]([C:29](=[O:65])[NH:30][S:31]([C:34]3[CH:39]=[CH:38][C:37]([NH:40][C@H:41]([CH2:50][CH2:51][N:52]4[CH2:57][CH2:56][O:55][CH2:54][CH2:53]4)[CH2:42][S:43][C:44]4[CH:49]=[CH:48][CH:47]=[CH:46][CH:45]=4)=[C:36]([S:58]([C:61]([F:64])([F:63])[F:62])(=[O:60])=[O:59])[CH:35]=3)(=[O:33])=[O:32])=[CH:25][CH:24]=2)[CH2:19][CH2:18]1)([O:8]C(C)(C)C)([O:3][C:4]([CH3:7])([CH3:6])[CH3:5])=[O:2].O=C1[C@H](NC(=O)OCC2C=CC=CC=2)CC(=O)O1. Product: [P:1]([OH:8])([O:13][CH2:14][O:15][C@@H:16]([C:66]1[CH:71]=[CH:70][CH:69]=[CH:68][C:67]=1[C:72]1[CH:77]=[CH:76][C:75]([Cl:78])=[CH:74][CH:73]=1)[CH:17]1[CH2:22][CH2:21][N:20]([C:23]2[CH:24]=[CH:25][C:26]([C:29](=[O:65])[NH:30][S:31]([C:34]3[CH:39]=[CH:38][C:37]([NH:40][C@H:41]([CH2:50][CH2:51][N:52]4[CH2:53][CH2:54][O:55][CH2:56][CH2:57]4)[CH2:42][S:43][C:44]4[CH:45]=[CH:46][CH:47]=[CH:48][CH:49]=4)=[C:36]([S:58]([C:61]([F:63])([F:62])[F:64])(=[O:59])=[O:60])[CH:35]=3)(=[O:32])=[O:33])=[CH:27][CH:28]=2)[CH2:19][CH2:18]1)([O:3][C:4]([CH3:7])([CH3:5])[CH3:6])=[O:2]. The catalyst class is: 21. (2) Reactant: [N:1]1[C:10]2[C:5](=[CH:6][CH:7]=[CH:8][CH:9]=2)[CH:4]=[CH:3][C:2]=1[N:11]1[CH2:16][CH2:15][CH:14]([CH2:17][CH2:18][N:19]2[C:23](=[O:24])[CH2:22][O:21][C:20]2=[O:25])[CH2:13][CH2:12]1.[NH3:26]. Product: [N:1]1[C:10]2[C:5](=[CH:6][CH:7]=[CH:8][CH:9]=2)[CH:4]=[CH:3][C:2]=1[N:11]1[CH2:16][CH2:15][CH:14]([CH2:17][CH2:18][NH:19][C:20](=[O:25])[O:21][CH2:22][C:23]([NH2:26])=[O:24])[CH2:13][CH2:12]1. The catalyst class is: 5. (3) Reactant: [Cl:1][C:2]1[N:7]=[C:6]([C:8]([NH2:10])=[O:9])[C:5]([NH:11][C:12]2[CH:17]=[CH:16][C:15]([O:18][CH3:19])=[C:14]([N:20]3[CH2:25][CH2:24][C:23](=O)[CH2:22][CH2:21]3)[CH:13]=2)=[N:4][C:3]=1[NH:27][C@H:28]1[CH2:33][CH2:32][C@H:31]([OH:34])[CH2:30][CH2:29]1.[CH3:35][N:36]1[CH2:41][CH2:40][NH:39][CH2:38][CH2:37]1.C(O[BH-](OC(=O)C)OC(=O)C)(=O)C.[Na+].C(=O)([O-])O.[Na+].C(OCC)(=O)C.C(OC(C)C)(C)C. Product: [Cl:1][C:2]1[N:7]=[C:6]([C:8]([NH2:10])=[O:9])[C:5]([NH:11][C:12]2[CH:17]=[CH:16][C:15]([O:18][CH3:19])=[C:14]([N:20]3[CH2:21][CH2:22][CH:23]([N:39]4[CH2:40][CH2:41][N:36]([CH3:35])[CH2:37][CH2:38]4)[CH2:24][CH2:25]3)[CH:13]=2)=[N:4][C:3]=1[NH:27][C@H:28]1[CH2:29][CH2:30][C@H:31]([OH:34])[CH2:32][CH2:33]1. The catalyst class is: 26. (4) Reactant: FC(F)(F)C(O)=O.[Cl:8][C:9]1[CH:14]=[C:13]([Cl:15])[CH:12]=[CH:11][C:10]=1[C@H:16]([N:18]1[C:22]2[CH:23]=[C:24]([N:27]3[CH2:32][CH2:31][N:30]([C:33]([C@H:35]4[CH2:39][CH2:38][CH2:37][N:36]4C(OC(C)(C)C)=O)=[O:34])[C@H:29]([CH3:47])[CH2:28]3)[CH:25]=[CH:26][C:21]=2[N:20]=[CH:19]1)[CH3:17]. Product: [Cl:8][C:9]1[CH:14]=[C:13]([Cl:15])[CH:12]=[CH:11][C:10]=1[C@H:16]([N:18]1[C:22]2[CH:23]=[C:24]([N:27]3[CH2:32][CH2:31][N:30]([C:33]([C@H:35]4[CH2:39][CH2:38][CH2:37][NH:36]4)=[O:34])[C@H:29]([CH3:47])[CH2:28]3)[CH:25]=[CH:26][C:21]=2[N:20]=[CH:19]1)[CH3:17]. The catalyst class is: 4. (5) Reactant: [Br:1][C:2]1[S:3][C:4](C(=O)C2C=CC(I)=C([N+]([O-])=O)C=2)=[CH:5][C:6]=1[CH2:7][C:8]([O:10][CH3:11])=[O:9].C1C(=O)N(Br)C(=O)C1. Product: [Br:1][C:2]1[S:3][CH:4]=[CH:5][C:6]=1[CH2:7][C:8]([O:10][CH3:11])=[O:9]. The catalyst class is: 1. (6) Reactant: [F:1][C:2]1[CH:3]=[C:4]([C:9]2[CH:18]=[N:17][C:16]3[C:11](=[CH:12][C:13]([C:29]4[S:30][CH:31]=[CH:32][CH:33]=4)=[C:14]([OH:28])[C:15]=3[C:19]([NH:21][CH2:22][C:23]([O:25]CC)=[O:24])=[O:20])[N:10]=2)[CH:5]=[CH:6][C:7]=1[F:8].[OH-].[Na+]. Product: [F:1][C:2]1[CH:3]=[C:4]([C:9]2[CH:18]=[N:17][C:16]3[C:11](=[CH:12][C:13]([C:29]4[S:30][CH:31]=[CH:32][CH:33]=4)=[C:14]([OH:28])[C:15]=3[C:19]([NH:21][CH2:22][C:23]([OH:25])=[O:24])=[O:20])[N:10]=2)[CH:5]=[CH:6][C:7]=1[F:8]. The catalyst class is: 8. (7) Reactant: [F:1][CH2:2][CH:3](O)[CH2:4][F:5].CCN(C(C)C)C(C)C.FC(F)(F)S(OS(C(F)(F)F)(=O)=O)(=O)=O.[C:31]([O:35][C:36](=[O:49])[NH:37][CH:38]1[CH:42]([C:43]2[CH:48]=[CH:47][CH:46]=[CH:45][CH:44]=2)[CH2:41][NH:40][CH2:39]1)([CH3:34])([CH3:33])[CH3:32]. Product: [F:1][CH2:2][CH:3]([N:40]1[CH2:41][C@@H:42]([C:43]2[CH:48]=[CH:47][CH:46]=[CH:45][CH:44]=2)[C@H:38]([NH:37][C:36](=[O:49])[O:35][C:31]([CH3:33])([CH3:32])[CH3:34])[CH2:39]1)[CH2:4][F:5]. The catalyst class is: 2. (8) Reactant: [C:1]([C:3]1[CH:12]=[CH:11][CH:10]=[CH:9][C:4]=1[C:5]([O:7][CH3:8])=[O:6])#[N:2].[H][H].C(Cl)(Cl)[Cl:16]. Product: [NH2:2][CH2:1][C:3]1[CH:12]=[CH:11][CH:10]=[CH:9][C:4]=1[C:5]([O:7][CH3:8])=[O:6].[ClH:16]. The catalyst class is: 867.